Dataset: Catalyst prediction with 721,799 reactions and 888 catalyst types from USPTO. Task: Predict which catalyst facilitates the given reaction. Reactant: [NH2:1][C:2]1[S:3][CH:4]=[CH:5][C:6]=1[C:7]1[CH:12]=[CH:11][CH:10]=[CH:9][CH:8]=1.[C:13](O[C:13]([O:15][C:16]([CH3:19])([CH3:18])[CH3:17])=[O:14])([O:15][C:16]([CH3:19])([CH3:18])[CH3:17])=[O:14].C(N(C(C)C)CC)(C)C. Product: [C:13]([NH:1][C:2]1[S:3][CH:4]=[CH:5][C:6]=1[C:7]1[CH:12]=[CH:11][CH:10]=[CH:9][CH:8]=1)([O:15][C:16]([CH3:19])([CH3:18])[CH3:17])=[O:14]. The catalyst class is: 1.